This data is from Forward reaction prediction with 1.9M reactions from USPTO patents (1976-2016). The task is: Predict the product of the given reaction. (1) Given the reactants [NH2:1][CH2:2][CH2:3][O:4][C:5]1[CH:10]=[CH:9][C:8]([C:11]2[CH:12]=[C:13]3[C:18](=[CH:19][CH:20]=2)[N:17]=[C:16]([C:21]2[CH:22]=[N:23][CH:24]=[CH:25][CH:26]=2)[N:15]=[C:14]3[NH:27][CH3:28])=[CH:7][CH:6]=1.C(N(CC)CC)C.[C:36](OC(=O)C)(=[O:38])[CH3:37].O, predict the reaction product. The product is: [CH3:28][NH:27][C:14]1[C:13]2[C:18](=[CH:19][CH:20]=[C:11]([C:8]3[CH:7]=[CH:6][C:5]([O:4][CH2:3][CH2:2][NH:1][C:36](=[O:38])[CH3:37])=[CH:10][CH:9]=3)[CH:12]=2)[N:17]=[C:16]([C:21]2[CH:22]=[N:23][CH:24]=[CH:25][CH:26]=2)[N:15]=1. (2) Given the reactants O[C:2]1([C:15]2[N:16]=[C:17]([S:20]([N:23]([CH3:25])[CH3:24])(=[O:22])=[O:21])[NH:18][CH:19]=2)[C:11]2[C:6](=[CH:7][C:8]([CH3:14])=[C:9]([O:12][CH3:13])[CH:10]=2)[O:5][CH2:4][CH2:3]1, predict the reaction product. The product is: [CH3:13][O:12][C:9]1[CH:10]=[C:11]2[C:6](=[CH:7][C:8]=1[CH3:14])[O:5][CH2:4][CH2:3][CH:2]2[C:15]1[N:16]=[C:17]([S:20]([N:23]([CH3:25])[CH3:24])(=[O:22])=[O:21])[NH:18][CH:19]=1. (3) Given the reactants C(=O)(O)[O-].[Na+].[CH3:6][C:7]1[CH:13]=[CH:12][CH:11]=[C:10]([CH3:14])[C:8]=1[NH2:9].[I:15][Cl:16].Cl, predict the reaction product. The product is: [ClH:16].[I:15][C:12]1[CH:11]=[C:10]([CH3:14])[C:8]([NH2:9])=[C:7]([CH3:6])[CH:13]=1. (4) Given the reactants [NH2:1][C:2]1[N:7]=[C:6]([C:8]#[N:9])[C:5]([N:10]2[CH:14]=[C:13]([CH3:15])[N:12]=[CH:11]2)=[CH:4][CH:3]=1.Cl[C:17]1[CH:18]=[CH:19][C:20]2[CH2:21][N:22]([CH3:34])[CH2:23][C@@H:24]([C:28]3[S:29][CH:30]=[C:31]([CH3:33])[N:32]=3)[O:25][C:26]=2[N:27]=1.CC1(C)C2C(=C(P(C3C=CC=CC=3)C3C=CC=CC=3)C=CC=2)OC2C(P(C3C=CC=CC=3)C3C=CC=CC=3)=CC=CC1=2.C(=O)([O-])[O-].[Cs+].[Cs+], predict the reaction product. The product is: [CH3:15][C:13]1[N:12]=[CH:11][N:10]([C:5]2[C:6]([C:8]#[N:9])=[N:7][C:2]([NH:1][C:17]3[CH:18]=[CH:19][C:20]4[CH2:21][N:22]([CH3:34])[CH2:23][C@@H:24]([C:28]5[S:29][CH:30]=[C:31]([CH3:33])[N:32]=5)[O:25][C:26]=4[N:27]=3)=[CH:3][CH:4]=2)[CH:14]=1. (5) Given the reactants [N:1]1[CH:6]=[CH:5][CH:4]=[C:3]([NH2:7])[C:2]=1[NH2:8].O=[C:10]1[CH2:15][CH2:14][N:13]([C:16]([O:18][CH2:19][C@@H:20]([N:22]([CH2:30][C:31]2[CH:36]=[CH:35][CH:34]=[CH:33][CH:32]=2)[CH2:23][C:24]2[CH:29]=[CH:28][CH:27]=[CH:26][CH:25]=2)[CH3:21])=[O:17])[CH2:12][CH2:11]1, predict the reaction product. The product is: [NH2:8][C:2]1[C:3]([NH:7][CH:10]2[CH2:11][CH2:12][N:13]([C:16]([O:18][CH2:19][C@@H:20]([N:22]([CH2:30][C:31]3[CH:36]=[CH:35][CH:34]=[CH:33][CH:32]=3)[CH2:23][C:24]3[CH:29]=[CH:28][CH:27]=[CH:26][CH:25]=3)[CH3:21])=[O:17])[CH2:14][CH2:15]2)=[CH:4][CH:5]=[CH:6][N:1]=1. (6) Given the reactants [F:1][C:2]1[N:6]([CH3:7])[N:5]=[C:4]([CH3:8])[C:3]=1[C:9](Cl)=[O:10].[CH3:12][Si:13]([CH3:31])([C:25]1[CH:30]=[CH:29][CH:28]=[CH:27][CH:26]=1)[C:14]1[CH:24]=[CH:23][CH:22]=[CH:21][C:15]=1[CH2:16][NH:17][CH:18]1[CH2:20][CH2:19]1.C(N(CC)CC)C, predict the reaction product. The product is: [CH:18]1([N:17]([CH2:16][C:15]2[CH:21]=[CH:22][CH:23]=[CH:24][C:14]=2[Si:13]([CH3:31])([CH3:12])[C:25]2[CH:30]=[CH:29][CH:28]=[CH:27][CH:26]=2)[C:9]([C:3]2[C:4]([CH3:8])=[N:5][N:6]([CH3:7])[C:2]=2[F:1])=[O:10])[CH2:20][CH2:19]1. (7) Given the reactants CN(C=O)C.[N+:6]([C:9]1[CH:14]=[CH:13][C:12]([C:15]2[N:16]=[C:17]3[N:21]([CH:22]=2)[C:20]2[CH:23]=[CH:24][C:25]([OH:27])=[CH:26][C:19]=2[S:18]3)=[CH:11][CH:10]=1)([O-:8])=[O:7].C(=O)([O-])[O-].[K+].[K+].Cl.Cl[CH2:36][CH2:37][N:38]1[CH2:43][CH2:42][O:41][CH2:40][CH2:39]1, predict the reaction product. The product is: [N:38]1([CH2:37][CH2:36][O:27][C:25]2[CH:24]=[CH:23][C:20]3[N:21]4[CH:22]=[C:15]([C:12]5[CH:13]=[CH:14][C:9]([N+:6]([O-:8])=[O:7])=[CH:10][CH:11]=5)[N:16]=[C:17]4[S:18][C:19]=3[CH:26]=2)[CH2:43][CH2:42][O:41][CH2:40][CH2:39]1.